Dataset: Reaction yield outcomes from USPTO patents with 853,638 reactions. Task: Predict the reaction yield, written as a fraction of the theoretical maximum amount of product (1.0 means a 100% yield; for example, 0.34 means a 34% yield). (1) The reactants are Cl[C:2]1[N:7]=[C:6]([Cl:8])[N:5]=[CH:4][N:3]=1.C(N(CC)C(C)C)(C)C.Cl.[F:19][C:20]1([C:26]([O:28][CH2:29][CH3:30])=[O:27])[CH2:25][CH2:24][NH:23][CH2:22][CH2:21]1. The catalyst is O1CCOCC1. The product is [Cl:8][C:6]1[N:5]=[CH:4][N:3]=[C:2]([N:23]2[CH2:22][CH2:21][C:20]([F:19])([C:26]([O:28][CH2:29][CH3:30])=[O:27])[CH2:25][CH2:24]2)[N:7]=1. The yield is 0.720. (2) The reactants are C([N:8]1[CH2:31][CH2:30][C:11]2[N:12]=[CH:13][N:14]=[C:15]([O:16][C@H:17]3[CH2:21][CH2:20][N:19]([C:22]([CH:24]4[CH2:29][CH2:28][O:27][CH2:26][CH2:25]4)=[O:23])[CH2:18]3)[C:10]=2[CH2:9]1)C1C=CC=CC=1.C([O-])=O.[NH4+]. The yield is 0.950. The catalyst is CO.[OH-].[OH-].[Pd+2]. The product is [O:27]1[CH2:28][CH2:29][CH:24]([C:22]([N:19]2[CH2:20][CH2:21][C@H:17]([O:16][C:15]3[C:10]4[CH2:9][NH:8][CH2:31][CH2:30][C:11]=4[N:12]=[CH:13][N:14]=3)[CH2:18]2)=[O:23])[CH2:25][CH2:26]1.